Predict the reactants needed to synthesize the given product. From a dataset of Full USPTO retrosynthesis dataset with 1.9M reactions from patents (1976-2016). (1) Given the product [Cl:1][C:2]1[CH:3]=[C:4]([CH:14]=[CH:15][C:16]=1[Cl:17])[CH2:5][N:6]1[CH2:11][CH2:10][O:9][CH:8]([CH2:12][NH:13][C:28]([NH:27][C:24]2[CH:23]=[CH:22][C:21]([O:20][CH:19]([F:18])[F:30])=[CH:26][CH:25]=2)=[O:29])[CH2:7]1, predict the reactants needed to synthesize it. The reactants are: [Cl:1][C:2]1[CH:3]=[C:4]([CH:14]=[CH:15][C:16]=1[Cl:17])[CH2:5][N:6]1[CH2:11][CH2:10][O:9][CH:8]([CH2:12][NH2:13])[CH2:7]1.[F:18][CH:19]([F:30])[O:20][C:21]1[CH:26]=[CH:25][C:24]([N:27]=[C:28]=[O:29])=[CH:23][CH:22]=1. (2) Given the product [CH:13]([C:6]1[CH:5]=[C:4]([CH3:16])[C:3]([C:2]2[NH:1][C:22]([CH2:21][O:20][CH3:19])=[N:24][N:25]=2)=[CH:12][C:7]=1[C:8]([O:10][CH3:11])=[O:9])([CH3:15])[CH3:14], predict the reactants needed to synthesize it. The reactants are: [NH:1]=[C:2](SC)[C:3]1[C:4]([CH3:16])=[CH:5][C:6]([CH:13]([CH3:15])[CH3:14])=[C:7]([CH:12]=1)[C:8]([O:10][CH3:11])=[O:9].[CH3:19][O:20][CH2:21][C:22]([NH:24][NH2:25])=O.